Dataset: Forward reaction prediction with 1.9M reactions from USPTO patents (1976-2016). Task: Predict the product of the given reaction. (1) Given the reactants C(N(CC)CC)C.[C:8]([O:12][C:13]([N:15]1[CH2:20][CH2:19][CH:18]([O:21][CH2:22][C:23](=O)[NH:24][NH:25][C:26]([C:28]2[CH:33]=[CH:32][N:31]=[CH:30][CH:29]=2)=[O:27])[CH2:17][CH2:16]1)=[O:14])([CH3:11])([CH3:10])[CH3:9], predict the reaction product. The product is: [C:8]([O:12][C:13]([N:15]1[CH2:20][CH2:19][CH:18]([O:21][CH2:22][C:23]2[O:27][C:26]([C:28]3[CH:33]=[CH:32][N:31]=[CH:30][CH:29]=3)=[N:25][N:24]=2)[CH2:17][CH2:16]1)=[O:14])([CH3:9])([CH3:11])[CH3:10]. (2) Given the reactants C[O:2][C:3]1[CH:4]=[C:5]([N:9]2[CH:13]=[CH:12][C:11]([C:14]3[C:22]4[C:21]([NH:23][C@H:24]([C:26]5[N:31]([C:32]6[CH:37]=[CH:36][CH:35]=[CH:34][CH:33]=6)[C:30](=[O:38])[C:29]6=[C:39]([CH3:42])[CH:40]=[CH:41][N:28]6[N:27]=5)[CH3:25])=[N:20][CH:19]=[N:18][C:17]=4[N:16](COCC[Si](C)(C)C)[CH:15]=3)=[N:10]2)[CH:6]=[CH:7][CH:8]=1.B(Br)(Br)Br.N, predict the reaction product. The product is: [OH:2][C:3]1[CH:4]=[C:5]([N:9]2[CH:13]=[CH:12][C:11]([C:14]3[C:22]4[C:21]([NH:23][C@H:24]([C:26]5[N:31]([C:32]6[CH:37]=[CH:36][CH:35]=[CH:34][CH:33]=6)[C:30](=[O:38])[C:29]6=[C:39]([CH3:42])[CH:40]=[CH:41][N:28]6[N:27]=5)[CH3:25])=[N:20][CH:19]=[N:18][C:17]=4[NH:16][CH:15]=3)=[N:10]2)[CH:6]=[CH:7][CH:8]=1.